Dataset: Peptide-MHC class I binding affinity with 185,985 pairs from IEDB/IMGT. Task: Regression. Given a peptide amino acid sequence and an MHC pseudo amino acid sequence, predict their binding affinity value. This is MHC class I binding data. (1) The peptide sequence is LMLEYQRL. The MHC is H-2-Kb with pseudo-sequence H-2-Kb. The binding affinity (normalized) is 0.741. (2) The peptide sequence is VLIAGIILL. The MHC is HLA-A33:01 with pseudo-sequence HLA-A33:01. The binding affinity (normalized) is 0.410. (3) The peptide sequence is KTMVAFIRK. The MHC is HLA-A24:03 with pseudo-sequence HLA-A24:03. The binding affinity (normalized) is 0.0847. (4) The peptide sequence is RMRGAHTNDV. The MHC is HLA-B57:01 with pseudo-sequence HLA-B57:01. The binding affinity (normalized) is 0. (5) The peptide sequence is LAVLFINSI. The MHC is HLA-B15:03 with pseudo-sequence HLA-B15:03. The binding affinity (normalized) is 0.514. (6) The binding affinity (normalized) is 0.0847. The peptide sequence is YSDNEMLTH. The MHC is HLA-A02:03 with pseudo-sequence HLA-A02:03. (7) The peptide sequence is ATVANVFLY. The MHC is HLA-A68:01 with pseudo-sequence HLA-A68:01. The binding affinity (normalized) is 0.167. (8) The peptide sequence is FAFIDFSKST. The MHC is HLA-A02:03 with pseudo-sequence HLA-A02:03. The binding affinity (normalized) is 0.280. (9) The peptide sequence is VVTLIPLCR. The MHC is HLA-A31:01 with pseudo-sequence HLA-A31:01. The binding affinity (normalized) is 0.683. (10) The peptide sequence is WTVNDIQKL. The MHC is HLA-B15:01 with pseudo-sequence HLA-B15:01. The binding affinity (normalized) is 0.148.